This data is from Forward reaction prediction with 1.9M reactions from USPTO patents (1976-2016). The task is: Predict the product of the given reaction. (1) Given the reactants [CH2:1]([C:3]1[CH:8]=[CH:7][C:6]([C@H:9]2[CH2:14][C@@H:13]([C:15]([F:18])([F:17])[F:16])[N:12]3[N:19]=[CH:20][C:21]([C:22](O)=[O:23])=[C:11]3[NH:10]2)=[CH:5][CH:4]=1)[CH3:2].CN(C(ON1N=NC2C=CC=NC1=2)=[N+](C)C)C.F[P-](F)(F)(F)(F)F.C(N(CC)C(C)C)(C)C.[C:58]1([CH2:68][NH2:69])[C:67]2[C:62](=[CH:63][CH:64]=[CH:65][CH:66]=2)[CH:61]=[CH:60][CH:59]=1, predict the reaction product. The product is: [CH2:1]([C:3]1[CH:8]=[CH:7][C:6]([C@H:9]2[CH2:14][C@@H:13]([C:15]([F:17])([F:16])[F:18])[N:12]3[N:19]=[CH:20][C:21]([C:22]([NH:69][CH2:68][C:58]4[C:67]5[C:62](=[CH:63][CH:64]=[CH:65][CH:66]=5)[CH:61]=[CH:60][CH:59]=4)=[O:23])=[C:11]3[NH:10]2)=[CH:5][CH:4]=1)[CH3:2]. (2) Given the reactants [O:1]=[C:2]1[N:8]([CH:9]2[CH2:14][CH2:13][N:12]([C:15]([O:17][C@H:18]([CH2:34][C:35]3[CH:40]=[C:39]([CH3:41])[C:38]([NH2:42])=[C:37]([NH2:43])[CH:36]=3)[C:19]([N:21]3[CH2:26][CH2:25][CH:24]([N:27]4[CH2:32][CH2:31][N:30]([CH3:33])[CH2:29][CH2:28]4)[CH2:23][CH2:22]3)=[O:20])=[O:16])[CH2:11][CH2:10]2)[CH2:7][CH2:6][C:5]2[CH:44]=[CH:45][CH:46]=[CH:47][C:4]=2[NH:3]1.[CH3:48][C:49](O)=O, predict the reaction product. The product is: [O:1]=[C:2]1[N:8]([CH:9]2[CH2:14][CH2:13][N:12]([C:15]([O:17][C@H:18]([CH2:34][C:35]3[CH:40]=[C:39]([CH3:41])[C:38]4[NH:42][C:48]([CH3:49])=[N:43][C:37]=4[CH:36]=3)[C:19]([N:21]3[CH2:26][CH2:25][CH:24]([N:27]4[CH2:28][CH2:29][N:30]([CH3:33])[CH2:31][CH2:32]4)[CH2:23][CH2:22]3)=[O:20])=[O:16])[CH2:11][CH2:10]2)[CH2:7][CH2:6][C:5]2[CH:44]=[CH:45][CH:46]=[CH:47][C:4]=2[NH:3]1. (3) Given the reactants [CH:1]1([NH2:4])[CH2:3][CH2:2]1.[Cl:5][C:6]1[N:7]=[C:8]([C:13]([NH:15][CH:16]2[CH2:21][CH2:20][N:19]([C:22]([O:24][C:25]([CH3:28])([CH3:27])[CH3:26])=[O:23])[CH2:18][C:17]2=O)=[O:14])[NH:9][C:10]=1[CH2:11][CH3:12].C([BH3-])#N.[Na+].C(O)(=O)C, predict the reaction product. The product is: [Cl:5][C:6]1[N:7]=[C:8]([C:13]([NH:15][C@@H:16]2[CH2:21][CH2:20][N:19]([C:22]([O:24][C:25]([CH3:26])([CH3:28])[CH3:27])=[O:23])[CH2:18][C@H:17]2[NH:4][CH:1]2[CH2:3][CH2:2]2)=[O:14])[NH:9][C:10]=1[CH2:11][CH3:12].